Dataset: Reaction yield outcomes from USPTO patents with 853,638 reactions. Task: Predict the reaction yield, written as a fraction of the theoretical maximum amount of product (1.0 means a 100% yield; for example, 0.34 means a 34% yield). (1) The reactants are O=[C:2]([CH2:6][CH3:7])[CH2:3][C:4]#[N:5].[C:8]1([NH:14][NH2:15])[CH:13]=[CH:12][CH:11]=[CH:10][CH:9]=1. The catalyst is C(O)C. The product is [CH2:6]([C:2]1[CH:3]=[C:4]([NH2:5])[N:14]([C:8]2[CH:13]=[CH:12][CH:11]=[CH:10][CH:9]=2)[N:15]=1)[CH3:7]. The yield is 0.370. (2) The reactants are [CH3:1][O:2][C:3](=[O:33])[NH:4][CH:5]([C:9]([N:11]1[CH2:15][CH2:14][CH2:13][CH:12]1[C:16]1[NH:17][C:18]([C:21]2[CH:26]=[CH:25][C:24]([C:27]#[C:28][Si](C)(C)C)=[CH:23][CH:22]=2)=[CH:19][N:20]=1)=[O:10])[CH:6]([CH3:8])[CH3:7].C([O-])([O-])=O.[K+].[K+]. The catalyst is CO. The product is [CH3:1][O:2][C:3](=[O:33])[NH:4][CH:5]([C:9]([N:11]1[CH2:15][CH2:14][CH2:13][CH:12]1[C:16]1[NH:17][C:18]([C:21]2[CH:26]=[CH:25][C:24]([C:27]#[CH:28])=[CH:23][CH:22]=2)=[CH:19][N:20]=1)=[O:10])[CH:6]([CH3:8])[CH3:7]. The yield is 1.00. (3) The catalyst is C1COCC1. The reactants are C1C=CC(P(C2C=CC=CC=2)C2C=CC=CC=2)=CC=1.[F:20][C:21]1[CH:51]=[CH:50][C:24]([O:25][C:26]2[CH:31]=[CH:30][C:29]([S:32]([N:35]3[CH2:44][CH2:43][C:42]4[C:37](=[CH:38][CH:39]=[C:40]([OH:45])[CH:41]=4)[CH:36]3[C:46]([O:48][CH3:49])=[O:47])(=[O:34])=[O:33])=[CH:28][CH:27]=2)=[CH:23][CH:22]=1.[N:52]1([CH2:58][CH2:59]O)[CH2:57][CH2:56][O:55][CH2:54][CH2:53]1.CCOC(/N=N/C(OCC)=O)=O. The yield is 0.530. The product is [F:20][C:21]1[CH:22]=[CH:23][C:24]([O:25][C:26]2[CH:27]=[CH:28][C:29]([S:32]([N:35]3[CH2:44][CH2:43][C:42]4[C:37](=[CH:38][CH:39]=[C:40]([O:45][CH2:59][CH2:58][N:52]5[CH2:57][CH2:56][O:55][CH2:54][CH2:53]5)[CH:41]=4)[CH:36]3[C:46]([O:48][CH3:49])=[O:47])(=[O:33])=[O:34])=[CH:30][CH:31]=2)=[CH:50][CH:51]=1.